Dataset: Ames mutagenicity test results for genotoxicity prediction. Task: Regression/Classification. Given a drug SMILES string, predict its toxicity properties. Task type varies by dataset: regression for continuous values (e.g., LD50, hERG inhibition percentage) or binary classification for toxic/non-toxic outcomes (e.g., AMES mutagenicity, cardiotoxicity, hepatotoxicity). Dataset: ames. (1) The molecule is O=C1CC(=Nc2ccccc2)C(=O)c2ccccc21. The result is 1 (mutagenic). (2) The molecule is O=C(O)c1ccccc1Cl. The result is 0 (non-mutagenic). (3) The drug is C[n+]1c2ccccc2c(N)c2ccccc21. The result is 1 (mutagenic). (4) The result is 0 (non-mutagenic). The molecule is CC(CCC(=O)O)C1CCC2C3C(=O)CC4CC(=O)CCC4(C)C3CCC12C.